Dataset: Catalyst prediction with 721,799 reactions and 888 catalyst types from USPTO. Task: Predict which catalyst facilitates the given reaction. (1) The catalyst class is: 37. Product: [CH2:22]([O:21][C:19]([NH:18][C@H:17]([C:29]([O:31][CH3:32])=[O:30])[CH2:16][NH:15][C:2]1[C:7]2[CH:8]=[C:9]([Br:11])[S:10][C:6]=2[C:5]([C:12]#[N:13])=[CH:4][N:3]=1)=[O:20])[C:23]1[CH:24]=[CH:25][CH:26]=[CH:27][CH:28]=1. Reactant: Cl[C:2]1[C:7]2[CH:8]=[C:9]([Br:11])[S:10][C:6]=2[C:5]([C:12]#[N:13])=[CH:4][N:3]=1.Cl.[NH2:15][CH2:16][C@@H:17]([C:29]([O:31][CH3:32])=[O:30])[NH:18][C:19]([O:21][CH2:22][C:23]1[CH:28]=[CH:27][CH:26]=[CH:25][CH:24]=1)=[O:20].C(=O)([O-])[O-].[K+].[K+].O. (2) Reactant: C(N(CC)CC)C.[CH:8]1[CH:13]=[C:12]([N+:14]([O-:16])=[O:15])[C:11]([S:17](Cl)(=[O:19])=[O:18])=[CH:10][CH:9]=1.Cl.[NH2:22][C@H:23]([C@H:26]1[O:30][C:29](=[O:31])[C@H:28]([CH:32]([CH3:34])[CH3:33])[CH2:27]1)[CH2:24][OH:25].O1CCCC1. Product: [OH:25][CH2:24][C@H:23]([NH:22][S:17]([C:11]1[CH:10]=[CH:9][CH:8]=[CH:13][C:12]=1[N+:14]([O-:16])=[O:15])(=[O:19])=[O:18])[C@@H:26]1[CH2:27][C@@H:28]([CH:32]([CH3:34])[CH3:33])[C:29](=[O:31])[O:30]1. The catalyst class is: 6. (3) Reactant: Cl[C:2]1[CH:7]=[CH:6][N:5]=[CH:4][C:3]=1[N+:8]([O-:10])=[O:9].[Si:11]([O:18][C@@H:19]1[C@@H:24]([CH3:25])[CH2:23][NH:22][CH2:21][C@H:20]1[NH:26][C:27](=[O:33])[O:28][C:29]([CH3:32])([CH3:31])[CH3:30])([C:14]([CH3:17])([CH3:16])[CH3:15])([CH3:13])[CH3:12].CCN(C(C)C)C(C)C. Product: [Si:11]([O:18][C@@H:19]1[C@@H:24]([CH3:25])[CH2:23][N:22]([C:2]2[CH:7]=[CH:6][N:5]=[CH:4][C:3]=2[N+:8]([O-:10])=[O:9])[CH2:21][C@H:20]1[NH:26][C:27](=[O:33])[O:28][C:29]([CH3:32])([CH3:31])[CH3:30])([C:14]([CH3:17])([CH3:15])[CH3:16])([CH3:13])[CH3:12]. The catalyst class is: 32. (4) Reactant: C(OC([N:8]1[CH2:11][CH:10]([N:12]2[CH2:16][CH2:15][C:14]([F:18])([F:17])[CH2:13]2)[CH2:9]1)=O)(C)(C)C.C(O)(C(F)(F)F)=O. Product: [NH:8]1[CH2:11][CH:10]([N:12]2[CH2:16][CH2:15][C:14]([F:17])([F:18])[CH2:13]2)[CH2:9]1. The catalyst class is: 2. (5) Reactant: [N:1]1([C:10]2[S:14][C:13]([C:15]([O:17][CH3:18])=[O:16])=[C:12]([OH:19])[CH:11]=2)[C:5]2[CH:6]=[CH:7][CH:8]=[CH:9][C:4]=2[N:3]=[CH:2]1.C([O-])([O-])=O.[K+].[K+].Br[CH2:27][C:28]1[CH:33]=[CH:32][CH:31]=[CH:30][C:29]=1[C:34]([F:37])([F:36])[F:35].O. Product: [N:1]1([C:10]2[S:14][C:13]([C:15]([O:17][CH3:18])=[O:16])=[C:12]([O:19][CH2:27][C:28]3[CH:33]=[CH:32][CH:31]=[CH:30][C:29]=3[C:34]([F:35])([F:36])[F:37])[CH:11]=2)[C:5]2[CH:6]=[CH:7][CH:8]=[CH:9][C:4]=2[N:3]=[CH:2]1. The catalyst class is: 3. (6) Reactant: [Cl:1][C:2]1[CH:3]=[CH:4][C:5]([NH:8][C:9](=[O:17])[C:10]2[CH:15]=[CH:14][CH:13]=[CH:12][C:11]=2[NH2:16])=[N:6][CH:7]=1.[C:18]([N:25]1[CH2:33][CH2:32][CH:28]([C:29](O)=[O:30])[CH2:27][CH2:26]1)([O:20][C:21]([CH3:24])([CH3:23])[CH3:22])=[O:19].Cl.CN(C)CCCN=C=NCC. Product: [Cl:1][C:2]1[CH:3]=[CH:4][C:5]([NH:8][C:9](=[O:17])[C:10]2[CH:15]=[CH:14][CH:13]=[CH:12][C:11]=2[NH:16][C:29]([CH:28]2[CH2:32][CH2:33][N:25]([C:18]([O:20][C:21]([CH3:24])([CH3:23])[CH3:22])=[O:19])[CH2:26][CH2:27]2)=[O:30])=[N:6][CH:7]=1. The catalyst class is: 9. (7) The catalyst class is: 5. Product: [N:1]1[CH:6]=[CH:5][CH:4]=[CH:3][C:2]=1[C:10]([O-:12])=[O:11].[K+:14]. Reactant: [N:1]1[CH:6]=[CH:5][CH:4]=[C:3](C([O-])=O)[C:2]=1[C:10]([O-:12])=[O:11].[OH-].[K+:14].